This data is from Experimentally validated miRNA-target interactions with 360,000+ pairs, plus equal number of negative samples. The task is: Binary Classification. Given a miRNA mature sequence and a target amino acid sequence, predict their likelihood of interaction. (1) The miRNA is hsa-miR-574-5p with sequence UGAGUGUGUGUGUGUGAGUGUGU. The protein sequence of the target gene is MSSRSPRPPPRRSRRRLPRPSCCCCCCRRSHLNEDTGRFVLLAALIGLYLVAGATVFSALESPGEAEARARWGATLRNFSAAHGVAEPELRAFLRHYEAALAAGVRADALRPRWDFPGAFYFVGTVVSTIGFGMTTPATVGGKAFLIAYGLFGCAGTILFFNLFLERIISLLAFIMRACRERQLRRSGLLPATFRRGSALSEADSLAGWKPSVYHVLLILGLFAVLLSCCASAMYTSVEGWDYVDSLYFCFVTFSTIGFGDLVSSQHAAYRNQGLYRLGNFLFILLGVCCIYSLFNVISI.... Result: 1 (interaction). (2) The miRNA is dre-miR-200a-3p with sequence UAACACUGUCUGGUAACGAUGU. The protein sequence of the target gene is MAFRAICVLVGVFICSICVRGSSQPQARVYLTFDELRETKTSEYFSLSHQQLDYRILLMDEDQDRIYVGSKDHILSLNINNISQEPLSVFWPASTIKVEECKMAGKDPTHGCGNFVRVIQTFNRTHLYVCGSGAFSPVCTYLNRGRRSEDQVFMIDSKCESGKGRCSFNPNVNTVSVMINEELFSGMYIDFMGTDAAIFRSLTKRNAVRTDQHNSKWLSEPMFVDAHVIPDGTDPNDAKVYFFFKERLTDNNRSTKQIHSMIARICPNDTGGQRSLVNKWTTFLKARLVCSVTDEDGPET.... Result: 0 (no interaction). (3) The miRNA is hsa-miR-548al with sequence AACGGCAAUGACUUUUGUACCA. The protein sequence of the target gene is MLSRLGALLQEAVGAREPSIDLLQAFVEHWKGITHYYIESTDESTPAKKTDIPWRLKQMLDILVYEEQQQAAAGEAGPCLEYLLQHKILETLCTLGKAEYPPGMRQQVFQFFSKVLAQVQHPLLHYLSVHRPVQKLLRLGGTASGSVTEKEEVQFTTVLCSKIQQDPELLAYILEGKKIVGRKKACGEPTALPKDTTSHGDKDCSHDGAPARPQLDGESCGAQALNSHMPAETEELDGGTTESNLITSLLGLCQSKKSRVALKAQENLLLLVSMASPAAATYLVQSSACCPAIVRHLCQL.... Result: 0 (no interaction). (4) The miRNA is hsa-miR-766-3p with sequence ACUCCAGCCCCACAGCCUCAGC. The protein sequence of the target gene is MARPQPCGPPHARCGSPSLPERPLQVKVVGLFSCPNFQIAKSAAENLKNNHPSKFEDPILVPLQEFAWHQYLQEKKRELKNETWEYSSSVISFVNGQFLGDALDLQKWAHEVWDIVDIKPSALYDALTEDFSAKFLRDTKHDFVFLDICIDSSPIGRLIFELYCDVCPKTCKNFQVLCTGKAGFSQRGIRLHYKNSIFHRIVQNGWIQGGDIVYGKGDNGESIYGPTFEDENFSVPHNKRGVLGMANKGRHSNGSQFYITLQATPYLDRKFVAFGQLIEGTEVLKQLELVPTQNERPIHM.... Result: 1 (interaction). (5) The miRNA is hsa-miR-632 with sequence GUGUCUGCUUCCUGUGGGA. The protein sequence of the target gene is MVDLESEVPPLPPRYRFRDLLLGDQGWQNDDRVQVEFYMNENTFKERLKLFFIKNQRSSLRIRLFNFSLKLLSCLLYIIRVLLENPSQGNEWSHIFWVNRSLPLWGLQVSVALISLFETILLGYLSYKGNIWEQILRIPFILEIINAVPFIISIFWPSLRNLFVPVFLNCWLAKHALENMINDLHRAIQRTQSAMFNQVLILISTLLCLIFTCICGIQHLERIGKKLNLFDSLYFCIVTFSTVGFGDVTPETWSSKLFVVAMICVALVVLPIQFEQLAYLWMERQKSGGNYSRHRAQTEK.... Result: 0 (no interaction).